This data is from Full USPTO retrosynthesis dataset with 1.9M reactions from patents (1976-2016). The task is: Predict the reactants needed to synthesize the given product. (1) Given the product [ClH:37].[NH:8]1[C:7]2[CH2:11][CH2:12][CH:4]([NH:3][C:35](=[O:36])[CH2:34][CH2:33][CH2:32][CH2:31][CH:25]3[CH2:30][CH2:29][CH2:28][CH2:27][CH2:26]3)[CH2:5][C:6]=2[N:10]=[CH:9]1, predict the reactants needed to synthesize it. The reactants are: Cl.Cl.[NH2:3][CH:4]1[CH2:12][CH2:11][C:7]2[NH:8][CH:9]=[N:10][C:6]=2[CH2:5]1.C[O-].[Na+].CO.C(N(CC)CC)C.[CH:25]1([CH2:31][CH2:32][CH2:33][CH2:34][C:35]([Cl:37])=[O:36])[CH2:30][CH2:29][CH2:28][CH2:27][CH2:26]1. (2) Given the product [F:1][C:2]1[N:7]=[CH:6][C:5]([NH:8][CH2:20][CH2:19][O:18][CH3:17])=[C:4]([I:9])[CH:3]=1, predict the reactants needed to synthesize it. The reactants are: [F:1][C:2]1[N:7]=[CH:6][C:5]([NH2:8])=[C:4]([I:9])[CH:3]=1.C(O)(C(F)(F)F)=O.[CH3:17][O:18][CH2:19][CH2:20]Cl.[OH-].[K+].[F-].[K+]. (3) The reactants are: [Na].[C:2]([C:10]([O:16][CH2:17][CH2:18][O:19][C:20]1C=CC=[CH:22][CH:21]=1)(S([O-])(=O)=O)C)(CC(C)(C)C)(C)[CH3:3].[Na+].S1(=[O:36])C2C=CC=CC=2C=N1.FF.N#CN. Given the product [C:20]([OH:36])(=[O:19])[CH:21]=[CH2:22].[C:10]([O:16][CH2:17][CH3:18])(=[O:36])[CH:2]=[CH2:3], predict the reactants needed to synthesize it.